From a dataset of Reaction yield outcomes from USPTO patents with 853,638 reactions. Predict the reaction yield, written as a fraction of the theoretical maximum amount of product (1.0 means a 100% yield; for example, 0.34 means a 34% yield). (1) The reactants are [N+:1]([C:4]1[CH:21]=[CH:20][C:7]([O:8][C:9]2[CH:10]=[C:11]3[C:15](=[CH:16][CH:17]=2)[C:14](=[O:18])[NH:13][C:12]3=[O:19])=[CH:6][CH:5]=1)([O-:3])=[O:2].[H-].[Na+].[CH3:24]I.O. The catalyst is CN(C=O)C. The product is [N+:1]([C:4]1[CH:21]=[CH:20][C:7]([O:8][C:9]2[CH:10]=[C:11]3[C:15](=[CH:16][CH:17]=2)[C:14](=[O:18])[N:13]([CH3:24])[C:12]3=[O:19])=[CH:6][CH:5]=1)([O-:3])=[O:2]. The yield is 0.830. (2) The reactants are [CH3:1][C@H:2]1[CH2:6][CH2:5][CH2:4][N:3]1[C:7]1[CH:12]=[CH:11][C:10]([N+:13]([O-])=O)=[C:9]([C:16]([F:19])([F:18])[F:17])[CH:8]=1. The catalyst is [Pd]. The product is [CH3:1][C@H:2]1[CH2:6][CH2:5][CH2:4][N:3]1[C:7]1[CH:12]=[CH:11][C:10]([NH2:13])=[C:9]([C:16]([F:18])([F:17])[F:19])[CH:8]=1. The yield is 1.00.